Task: Predict the product of the given reaction.. Dataset: Forward reaction prediction with 1.9M reactions from USPTO patents (1976-2016) (1) Given the reactants [C:1]([C:5]1[CH:6]=[C:7]([CH:10]=[C:11]([C:14]([CH3:17])([CH3:16])[CH3:15])[C:12]=1[OH:13])[CH:8]=O)([CH3:4])([CH3:3])[CH3:2].[Br:18][C:19]1[CH:20]=[C:21]([S:25]([CH2:28][C:29]#[N:30])(=[O:27])=[O:26])[CH:22]=[CH:23][CH:24]=1, predict the reaction product. The product is: [Br:18][C:19]1[CH:20]=[C:21]([S:25]([C:28](=[CH:8][C:7]2[CH:6]=[C:5]([C:1]([CH3:4])([CH3:3])[CH3:2])[C:12]([OH:13])=[C:11]([C:14]([CH3:17])([CH3:16])[CH3:15])[CH:10]=2)[C:29]#[N:30])(=[O:26])=[O:27])[CH:22]=[CH:23][CH:24]=1. (2) Given the reactants [Cl:1][C:2]1[CH:20]=[C:19]([F:21])[C:18]([F:22])=[CH:17][C:3]=1[C:4]([NH:6][C:7]1[NH:11][N:10]=[C:9]([C:12]([O:14]CC)=[O:13])[CH:8]=1)=[O:5].[OH-].[Na+].Cl, predict the reaction product. The product is: [Cl:1][C:2]1[CH:20]=[C:19]([F:21])[C:18]([F:22])=[CH:17][C:3]=1[C:4]([NH:6][C:7]1[NH:11][N:10]=[C:9]([C:12]([OH:14])=[O:13])[CH:8]=1)=[O:5].